From a dataset of Reaction yield outcomes from USPTO patents with 853,638 reactions. Predict the reaction yield, written as a fraction of the theoretical maximum amount of product (1.0 means a 100% yield; for example, 0.34 means a 34% yield). (1) The reactants are [Br:1][C:2]1[CH:17]=[CH:16][C:5]2[CH2:6][CH2:7][CH2:8][CH:9]([C:12]([O:14][CH3:15])=[O:13])[C:10](=[O:11])[C:4]=2[CH:3]=1.[BH4-].[Na+]. The catalyst is CO. The product is [Br:1][C:2]1[CH:17]=[CH:16][C:5]2[CH2:6][CH2:7][CH2:8][CH:9]([C:12]([O:14][CH3:15])=[O:13])[CH:10]([OH:11])[C:4]=2[CH:3]=1. The yield is 0.650. (2) The reactants are [CH:1]1([N:6]2[C:10]3[N:11]=[C:12]([NH:15][C:16]4[CH:24]=[CH:23][C:19]([C:20](O)=[O:21])=[CH:18][N:17]=4)[N:13]=[CH:14][C:9]=3[CH:8]=[C:7]2[C:25](=[O:29])[N:26]([CH3:28])[CH3:27])[CH2:5][CH2:4][CH2:3][CH2:2]1.[CH2:30]([O:37][C:38]([N:40]1[CH:45]2[CH2:46][NH:47][CH2:48][CH:41]1[CH2:42][O:43][CH2:44]2)=[O:39])[C:31]1[CH:36]=[CH:35][CH:34]=[CH:33][CH:32]=1. No catalyst specified. The product is [CH2:30]([O:37][C:38]([N:40]1[CH:45]2[CH2:46][N:47]([C:20]([C:19]3[CH:18]=[N:17][C:16]([NH:15][C:12]4[N:13]=[CH:14][C:9]5[CH:8]=[C:7]([C:25](=[O:29])[N:26]([CH3:28])[CH3:27])[N:6]([CH:1]6[CH2:5][CH2:4][CH2:3][CH2:2]6)[C:10]=5[N:11]=4)=[CH:24][CH:23]=3)=[O:21])[CH2:48][CH:41]1[CH2:42][O:43][CH2:44]2)=[O:39])[C:31]1[CH:32]=[CH:33][CH:34]=[CH:35][CH:36]=1. The yield is 0.800.